The task is: Predict the reaction yield, written as a fraction of the theoretical maximum amount of product (1.0 means a 100% yield; for example, 0.34 means a 34% yield).. This data is from Reaction yield outcomes from USPTO patents with 853,638 reactions. (1) The reactants are F[P-](F)(F)(F)(F)F.N1(O[P+](N(C)C)(N(C)C)N(C)C)C2C=CC=CC=2N=N1.[CH:28]1([CH2:34][C@H:35]([N:39]2[CH2:47][C:46]3[C:41](=[CH:42][CH:43]=[CH:44][CH:45]=3)[C:40]2=[O:48])[C:36]([OH:38])=O)[CH2:33][CH2:32][CH2:31][CH2:30][CH2:29]1.[NH2:49][C:50]1[CH:59]=[CH:58][C:57]2[C:52](=[CH:53][CH:54]=[CH:55][CH:56]=2)[N:51]=1.C1(C[C@H](N2CC3C(=CC=CC=3)C2=O)C(NC2SC=CN=2)=O)CCCCC1. No catalyst specified. The product is [CH:28]1([CH2:34][CH:35]([N:39]2[CH2:47][C:46]3[C:41](=[CH:42][CH:43]=[CH:44][CH:45]=3)[C:40]2=[O:48])[C:36]([NH:49][C:50]2[CH:59]=[CH:58][C:57]3[C:52](=[CH:53][CH:54]=[CH:55][CH:56]=3)[N:51]=2)=[O:38])[CH2:29][CH2:30][CH2:31][CH2:32][CH2:33]1. The yield is 0.990. (2) The product is [C:1]([O:4][C@H:5]([CH3:24])[CH2:6][CH2:7][CH2:8][CH2:9][N:10]1[C:19](=[O:20])[C:18]2[N:17]([CH3:25])[C:16]([CH2:21][OH:22])=[N:15][C:14]=2[N:13]([CH3:23])[C:11]1=[O:12])(=[O:3])[CH3:2]. The reactants are [C:1]([O:4][C@H:5]([CH3:24])[CH2:6][CH2:7][CH2:8][CH2:9][N:10]1[C:19](=[O:20])[C:18]2[NH:17][C:16]([CH2:21][OH:22])=[N:15][C:14]=2[N:13]([CH3:23])[C:11]1=[O:12])(=[O:3])[CH3:2].[C:25](=O)([O-])[O-].[K+].[K+].CI. The yield is 0.950. The catalyst is CN(C)C=O. (3) The reactants are Cl[C:2]1[CH:7]=[CH:6][N:5]=[C:4]([NH:8][C:9]([NH:11][CH2:12][CH2:13][CH2:14][N:15]([CH2:18][CH3:19])[CH2:16][CH3:17])=[O:10])[CH:3]=1.Cl.N1C=CC=CC=1.[CH3:27][NH:28][C:29]([N:31]1[C:39]2[C:34](=[CH:35][C:36]([NH2:40])=[CH:37][CH:38]=2)[CH:33]=[CH:32]1)=[O:30].C(OCC)(=O)C. The catalyst is C(OC(O)C)C.CO. The product is [CH3:27][NH:28][C:29]([N:31]1[C:39]2[C:34](=[CH:35][C:36]([NH:40][C:2]3[CH:7]=[CH:6][N:5]=[C:4]([NH:8][C:9]([NH:11][CH2:12][CH2:13][CH2:14][N:15]([CH2:18][CH3:19])[CH2:16][CH3:17])=[O:10])[CH:3]=3)=[CH:37][CH:38]=2)[CH:33]=[CH:32]1)=[O:30]. The yield is 0.170. (4) The reactants are C1C(=O)N([O:8][C:9]([C:11]2[C:16]([C:17]3[C:27]4[CH:28]=[CH:29][C:30]([OH:32])=[CH:31][C:26]=4[O:25][C:24]4[C:18]=3[CH:19]=[CH:20][C:21]([CH:23]=4)=[O:22])=[CH:15][CH:14]=[CH:13][CH:12]=2)=[O:10])C(=O)C1.[NH2:33][CH2:34][CH2:35][S:36]([OH:38])=[O:37].[OH-].[Na+].C1C=CC(C(O)=O)=C(C2C3C=CC(O)=CC=3OC3C=2C=C[C:51](C=3)=[O:52])C=1. The catalyst is C1COCC1. The product is [OH:32][C:30]1[CH:31]=[C:26]2[C:27](=[CH:28][CH:29]=1)[C:17]([C:16]1[CH:15]=[CH:14][C:13]([C:51](=[O:52])[NH:33][CH2:34][CH2:35][S:36]([OH:38])=[O:37])=[CH:12][C:11]=1[C:9]([OH:8])=[O:10])=[C:18]1[C:24](=[CH:23][C:21](=[O:22])[CH:20]=[CH:19]1)[O:25]2. The yield is 0.290. (5) The reactants are [CH3:1][C:2]([C@H:4]1[C@@H:8]2[C@@H:9]3[C@@:22]([CH3:25])([CH2:23][CH2:24][C@@:7]2(C(O)=O)[CH2:6][CH2:5]1)[C@@:21]1([CH3:26])[C@@H:12]([C@:13]2([CH3:30])[C@@H:18]([CH2:19][CH2:20]1)[C:17]([CH3:28])([CH3:27])[C@@H:16]([OH:29])[CH2:15][CH2:14]2)[CH2:11][CH2:10]3)=[CH2:3].C([N:36]([CH2:39]C)CC)C.P(N=[N+]=[N-])(=O)(OC1C=CC=CC=1)[O:42]C1C=CC=CC=1. The catalyst is O1CCOCC1. The product is [N:36]([C@:7]12[CH2:6][CH2:5][C@@H:4]([C:2]([CH3:1])=[CH2:3])[C@@H:8]1[C@@H:9]1[C@@:22]([CH3:25])([CH2:23][CH2:24]2)[C@@:21]2([CH3:26])[C@@H:12]([C@:13]3([CH3:30])[C@@H:18]([CH2:19][CH2:20]2)[C:17]([CH3:28])([CH3:27])[C@@H:16]([OH:29])[CH2:15][CH2:14]3)[CH2:11][CH2:10]1)=[C:39]=[O:42]. The yield is 0.780. (6) The reactants are C([O:3][C:4]([C:6]1[N:7]([C:25]2[CH:30]=[CH:29][C:28]([O:31][CH:32]3[CH2:36][CH2:35][CH2:34][CH2:33]3)=[CH:27][CH:26]=2)[C:8]2[C:13]([CH:14]=1)=[CH:12][C:11]([C:15]1[CH:20]=[CH:19][C:18]([C:21]([CH3:24])([CH3:23])[CH3:22])=[CH:17][CH:16]=1)=[CH:10][CH:9]=2)=O)C.Cl.[NH:38]1C(=O)C2NC=NC=2[N:41]=[C:39]1[NH2:40].C[O-].[Na+].CN(C=O)C. The catalyst is CCOC(C)=O. The product is [C:21]([C:18]1[CH:17]=[CH:16][C:15]([C:11]2[CH:12]=[C:13]3[C:8](=[CH:9][CH:10]=2)[N:7]([C:25]2[CH:30]=[CH:29][C:28]([O:31][CH:32]4[CH2:33][CH2:34][CH2:35][CH2:36]4)=[CH:27][CH:26]=2)[C:6]([C:4]([NH:40][C:39]([NH2:41])=[NH:38])=[O:3])=[CH:14]3)=[CH:20][CH:19]=1)([CH3:24])([CH3:22])[CH3:23]. The yield is 0.250.